Dataset: Forward reaction prediction with 1.9M reactions from USPTO patents (1976-2016). Task: Predict the product of the given reaction. (1) The product is: [OH:9][C:10]1[C:11]([C:17]([NH:8][C:6]2[CH:5]=[CH:4][CH:3]=[C:2]([CH3:1])[N:7]=2)=[O:18])=[N:12][C:13]([CH3:16])=[CH:14][CH:15]=1. Given the reactants [CH3:1][C:2]1[N:7]=[C:6]([NH2:8])[CH:5]=[CH:4][CH:3]=1.[OH:9][C:10]1[C:11]([C:17](O)=[O:18])=[N:12][C:13]([CH3:16])=[CH:14][CH:15]=1, predict the reaction product. (2) Given the reactants [C:1]([C:5]1[CH:6]=[C:7]([N:17]([CH3:49])[C:18]([N:20]([CH2:30][C:31]2[CH:36]=[C:35]([F:37])[CH:34]=[CH:33][C:32]=2[O:38][C:39]2[CH:40]=[C:41]3[C:45](=[CH:46][CH:47]=2)[N:44]([CH3:48])[N:43]=[CH:42]3)CC2C=CC(OC)=CC=2)=[O:19])[N:8]([C:10]2[CH:15]=[CH:14][C:13]([CH3:16])=[CH:12][CH:11]=2)[N:9]=1)([CH3:4])([CH3:3])[CH3:2], predict the reaction product. The product is: [C:1]([C:5]1[CH:6]=[C:7]([N:17]([CH3:49])[C:18]([NH:20][CH2:30][C:31]2[CH:36]=[C:35]([F:37])[CH:34]=[CH:33][C:32]=2[O:38][C:39]2[CH:40]=[C:41]3[C:45](=[CH:46][CH:47]=2)[N:44]([CH3:48])[N:43]=[CH:42]3)=[O:19])[N:8]([C:10]2[CH:11]=[CH:12][C:13]([CH3:16])=[CH:14][CH:15]=2)[N:9]=1)([CH3:4])([CH3:2])[CH3:3]. (3) Given the reactants [CH3:1][C:2]1[C:6]([C:7]([OH:9])=O)=[CH:5][N:4]([CH:10]([C:12]2[CH:17]=[CH:16][CH:15]=[CH:14][CH:13]=2)[CH3:11])[N:3]=1.C1C=C2N=NN(O)C2=CC=1.N.C(N(CC)CC)C.[NH2:36][CH2:37][C:38]1[C:39]([OH:46])=[N:40][C:41]([CH3:45])=[CH:42][C:43]=1[CH3:44], predict the reaction product. The product is: [OH:46][C:39]1[C:38]([CH2:37][NH:36][C:7]([C:6]2[C:2]([CH3:1])=[N:3][N:4]([CH:10]([C:12]3[CH:17]=[CH:16][CH:15]=[CH:14][CH:13]=3)[CH3:11])[CH:5]=2)=[O:9])=[C:43]([CH3:44])[CH:42]=[C:41]([CH3:45])[N:40]=1. (4) Given the reactants [NH2:1][C:2]1[CH:3]=[C:4]([CH:7]=[CH:8][C:9]=1[OH:10])[C:5]#[N:6].C(O[C:14]([S-])=[S:15])C.[K+].Cl, predict the reaction product. The product is: [S:15]=[C:14]1[NH:1][C:2]2[CH:3]=[C:4]([C:5]#[N:6])[CH:7]=[CH:8][C:9]=2[O:10]1. (5) Given the reactants [NH2:1][C:2]1[CH:7]=[C:6]([CH2:8][OH:9])[CH:5]=[CH:4][N:3]=1.[C:10](O[C:10]([O:12][C:13]([CH3:16])([CH3:15])[CH3:14])=[O:11])([O:12][C:13]([CH3:16])([CH3:15])[CH3:14])=[O:11], predict the reaction product. The product is: [C:13]([O:12][C:10](=[O:11])[NH:1][C:2]1[CH:7]=[C:6]([CH2:8][OH:9])[CH:5]=[CH:4][N:3]=1)([CH3:16])([CH3:15])[CH3:14].